Dataset: Forward reaction prediction with 1.9M reactions from USPTO patents (1976-2016). Task: Predict the product of the given reaction. (1) The product is: [Cl:1][C:2]1[N:7]=[C:6]2[S:8][C:9]([S:11][CH3:12])=[N:10][C:5]2=[CH:4][CH:3]=1. Given the reactants [Cl:1][C:2]1[N:7]=[C:6]2[S:8][C:9]([SH:11])=[N:10][C:5]2=[CH:4][CH:3]=1.[CH2:12]1COCC1.C(=O)([O-])[O-].[K+].[K+].CI, predict the reaction product. (2) Given the reactants C[O:2][C:3]1[CH:10]=[CH:9][CH:8]=[C:7]([N+:11]([O-:13])=[O:12])[C:4]=1[C:5]#[N:6].Cl.N1C=CC=CC=1.O, predict the reaction product. The product is: [OH:2][C:3]1[CH:10]=[CH:9][CH:8]=[C:7]([N+:11]([O-:13])=[O:12])[C:4]=1[C:5]#[N:6]. (3) Given the reactants [ClH:1].[CH3:2][N:3](C)CCCN=C=NCC.ON1C2C=CC=CC=2N=N1.[CH3:23][CH:24]([CH3:65])[CH2:25][CH2:26][N:27]([CH2:60][CH2:61][CH:62]([CH3:64])[CH3:63])[C:28]([C:30]1[CH:31]=[CH:32][C:33]2[N:37]=[C:36]([NH:38][C:39]3[CH:47]=[CH:46][C:42]([C:43](O)=[O:44])=[CH:41][CH:40]=3)[N:35]([CH2:48][CH2:49][CH2:50][NH:51]C(OC(C)(C)C)=O)[C:34]=2[CH:59]=1)=[O:29].CN.Cl, predict the reaction product. The product is: [ClH:1].[ClH:1].[NH2:51][CH2:50][CH2:49][CH2:48][N:35]1[C:34]2[CH:59]=[C:30]([C:28]([N:27]([CH2:26][CH2:25][CH:24]([CH3:23])[CH3:65])[CH2:60][CH2:61][CH:62]([CH3:64])[CH3:63])=[O:29])[CH:31]=[CH:32][C:33]=2[N:37]=[C:36]1[NH:38][C:39]1[CH:40]=[CH:41][C:42]([C:43]([NH:3][CH3:2])=[O:44])=[CH:46][CH:47]=1. (4) Given the reactants [NH2:1][C@H:2]1[CH2:7][CH2:6][C@H:5]([NH:8][C:9]([C:11]2[C:15]3[N:16]=[CH:17][N:18]=[C:19]([C:20]4[C:28]5[O:27][CH2:26][O:25][C:24]=5[CH:23]=[CH:22][C:21]=4[O:29][CH2:30][CH:31]4[CH2:33][CH2:32]4)[C:14]=3[NH:13][CH:12]=2)=[O:10])[CH2:4][CH2:3]1.[C:34](Cl)(=[O:36])[CH3:35], predict the reaction product. The product is: [C:34]([NH:1][C@H:2]1[CH2:7][CH2:6][C@H:5]([NH:8][C:9]([C:11]2[C:15]3[N:16]=[CH:17][N:18]=[C:19]([C:20]4[C:28]5[O:27][CH2:26][O:25][C:24]=5[CH:23]=[CH:22][C:21]=4[O:29][CH2:30][CH:31]4[CH2:33][CH2:32]4)[C:14]=3[NH:13][CH:12]=2)=[O:10])[CH2:4][CH2:3]1)(=[O:36])[CH3:35]. (5) Given the reactants [CH:1]1([O:7][C:8]([O:10][CH:11](I)[CH3:12])=[O:9])[CH2:6][CH2:5][CH2:4][CH2:3][CH2:2]1.[OH:14][CH2:15][CH2:16][O:17][CH2:18][C:19]1[N:20]=[CH:21][S:22][C:23]=1/[CH:24]=[CH:25]\[S:26][C:27]1[C@H:28]([CH3:41])[C@@H:29]2[C@@H:36]([C@H:37]([OH:39])[CH3:38])[C:35](=[O:40])[N:30]2[C:31]=1[C:32]([O-:34])=[O:33].[Na+], predict the reaction product. The product is: [OH:14][CH2:15][CH2:16][O:17][CH2:18][C:19]1[N:20]=[CH:21][S:22][C:23]=1/[CH:24]=[CH:25]\[S:26][C:27]1[C@H:28]([CH3:41])[C@@H:29]2[C@@H:36]([C@H:37]([OH:39])[CH3:38])[C:35](=[O:40])[N:30]2[C:31]=1[C:32]([O:34][CH:11]([O:10][C:8]([O:7][CH:1]1[CH2:6][CH2:5][CH2:4][CH2:3][CH2:2]1)=[O:9])[CH3:12])=[O:33]. (6) Given the reactants [H-].[Al+3].[Li+].[H-].[H-].[H-].C[O:8][C:9](=O)[C@@H:10]([NH2:21])[CH2:11][C@@H:12]([C:15]1[CH:20]=[CH:19][CH:18]=[CH:17][CH:16]=1)[CH2:13][CH3:14], predict the reaction product. The product is: [NH2:21][C@@H:10]([CH2:11][C@@H:12]([C:15]1[CH:16]=[CH:17][CH:18]=[CH:19][CH:20]=1)[CH2:13][CH3:14])[CH2:9][OH:8]. (7) Given the reactants [F:1][C:2]1[CH:7]=[CH:6][C:5]([C:8]2[N:13]=[N:12][C:11]([NH2:14])=[N:10][CH:9]=2)=[CH:4][CH:3]=1.Cl[CH:16]([C:19]1([C:22]2[CH:27]=[CH:26][C:25]([O:28][CH3:29])=[CH:24][CH:23]=2)[CH2:21][CH2:20]1)[CH:17]=O, predict the reaction product. The product is: [F:1][C:2]1[CH:3]=[CH:4][C:5]([C:8]2[CH:9]=[N:10][C:11]3[N:12]([C:16]([C:19]4([C:22]5[CH:23]=[CH:24][C:25]([O:28][CH3:29])=[CH:26][CH:27]=5)[CH2:20][CH2:21]4)=[CH:17][N:14]=3)[N:13]=2)=[CH:6][CH:7]=1. (8) Given the reactants [NH2:1][CH2:2][C:3]1[C:4]([F:15])=[C:5]([C:11]([Cl:14])=[CH:12][CH:13]=1)[C:6]([O:8][CH2:9][CH3:10])=[O:7].[C:16](Cl)(=[O:20])[CH:17]([CH3:19])[CH3:18].CCN(C(C)C)C(C)C, predict the reaction product. The product is: [Cl:14][C:11]1[C:5]([C:6]([O:8][CH2:9][CH3:10])=[O:7])=[C:4]([F:15])[C:3]([CH2:2][NH:1][C:16](=[O:20])[CH:17]([CH3:19])[CH3:18])=[CH:13][CH:12]=1.